Dataset: Reaction yield outcomes from USPTO patents with 853,638 reactions. Task: Predict the reaction yield, written as a fraction of the theoretical maximum amount of product (1.0 means a 100% yield; for example, 0.34 means a 34% yield). (1) The reactants are [CH3:1][C:2]1[CH:7]=[CH:6][C:5]([N:8]=[C:9]=S)=[C:4]([N+:11]([O-:13])=[O:12])[CH:3]=1.[NH2:14][C:15]1[CH:20]=[CH:19][CH:18]=[CH:17][C:16]=1[OH:21].NC(N)=S.C(N(CC)CC)C. The catalyst is C1COCC1.[Fe](Cl)(Cl)Cl.C(#N)C. The product is [CH3:1][C:2]1[CH:7]=[CH:6][C:5]([NH:8][C:9]2[O:21][C:16]3[CH:17]=[CH:18][CH:19]=[CH:20][C:15]=3[N:14]=2)=[C:4]([N+:11]([O-:13])=[O:12])[CH:3]=1. The yield is 0.930. (2) The catalyst is O1CCCC1.[Os](=O)(=O)(=O)=O. The product is [C:1]([C:5]1[CH:10]=[CH:9][C:8]([C:11]2[C:19]3[C:14](=[CH:15][CH:16]=[C:17]([CH:20]=[O:37])[CH:18]=3)[N:13]([CH2:22][C:23]3[CH:28]=[CH:27][CH:26]=[C:25]([O:29][CH3:30])[CH:24]=3)[C:12]=2[C:31]([O:33][CH2:34][CH3:35])=[O:32])=[CH:7][CH:6]=1)([CH3:4])([CH3:3])[CH3:2]. The reactants are [C:1]([C:5]1[CH:10]=[CH:9][C:8]([C:11]2[C:19]3[C:14](=[CH:15][CH:16]=[C:17]([CH:20]=C)[CH:18]=3)[N:13]([CH2:22][C:23]3[CH:28]=[CH:27][CH:26]=[C:25]([O:29][CH3:30])[CH:24]=3)[C:12]=2[C:31]([O:33][CH2:34][CH3:35])=[O:32])=[CH:7][CH:6]=1)([CH3:4])([CH3:3])[CH3:2].I([O-])(=O)(=O)=[O:37].[Na+].O. The yield is 0.750. (3) The reactants are [Cl:1][C:2]1[CH:15]=[C:14](/[CH:16]=[CH:17]/[CH:18]([C:23]2[CH:28]=[C:27]([Cl:29])[C:26]([Cl:30])=[C:25]([Cl:31])[CH:24]=2)[C:19]([F:22])([F:21])[F:20])[CH:13]=[CH:12][C:3]=1[CH2:4][NH:5][C:6](=[O:11])[CH2:7][CH2:8]SC.O[O:33][S:34]([O-:36])=O.[K+].[CH3:38]C(C)=O. The catalyst is O. The product is [Cl:1][C:2]1[CH:15]=[C:14](/[CH:16]=[CH:17]/[CH:18]([C:23]2[CH:24]=[C:25]([Cl:31])[C:26]([Cl:30])=[C:27]([Cl:29])[CH:28]=2)[C:19]([F:22])([F:21])[F:20])[CH:13]=[CH:12][C:3]=1[CH2:4][NH:5][C:6](=[O:11])[CH2:7][CH2:8][S:34]([CH3:38])(=[O:36])=[O:33]. The yield is 0.600. (4) The reactants are [NH2:1][C@@H:2]([CH:44]([CH3:46])[CH3:45])[C:3]([N:5]1[CH2:9][CH2:8][CH2:7][C@H:6]1[C:10]1[NH:11][C:12]([C:15]2[CH:20]=[CH:19][C:18]([C:21]3[CH:26]=[CH:25][C:24]([C:27]4[NH:31][C:30]([C@@H:32]5[CH2:36][CH2:35][CH2:34][N:33]5[C:37]([O:39][C:40]([CH3:43])([CH3:42])[CH3:41])=[O:38])=[N:29][CH:28]=4)=[CH:23][CH:22]=3)=[CH:17][CH:16]=2)=[CH:13][N:14]=1)=[O:4].Br[C:48]1[N:53]=[CH:52][CH:51]=[CH:50][N:49]=1.CCN(C(C)C)C(C)C. The catalyst is C1(C)C=CC=CC=1.CS(C)=O. The product is [CH3:45][CH:44]([CH3:46])[C@H:2]([NH:1][C:48]1[N:53]=[CH:52][CH:51]=[CH:50][N:49]=1)[C:3]([N:5]1[CH2:9][CH2:8][CH2:7][C@H:6]1[C:10]1[NH:11][C:12]([C:15]2[CH:20]=[CH:19][C:18]([C:21]3[CH:22]=[CH:23][C:24]([C:27]4[NH:31][C:30]([C@@H:32]5[CH2:36][CH2:35][CH2:34][N:33]5[C:37]([O:39][C:40]([CH3:41])([CH3:43])[CH3:42])=[O:38])=[N:29][CH:28]=4)=[CH:25][CH:26]=3)=[CH:17][CH:16]=2)=[CH:13][N:14]=1)=[O:4]. The yield is 0.740. (5) The reactants are [Cl:1][C:2]1[N:3]=[C:4]([CH:11]=[O:12])[CH:5]=[C:6]2[CH:10]=[CH:9][O:8][C:7]=12.[OH:13]P([O-])(O)=O.[K+].[O-]Cl=O.[Na+].[OH-].[Na+]. The catalyst is CS(C)=O.O. The product is [Cl:1][C:2]1[N:3]=[C:4]([C:11]([OH:13])=[O:12])[CH:5]=[C:6]2[CH:10]=[CH:9][O:8][C:7]=12. The yield is 0.550. (6) The reactants are [Cl:1][C:2]1[CH:7]=[C:6]([N+:8]([O-:10])=[O:9])[CH:5]=[C:4]([Cl:11])[C:3]=1F.[F:13][C:14]([F:23])([F:22])[C:15]1[CH:20]=[CH:19][CH:18]=[CH:17][C:16]=1[SH:21].C(=O)([O-])[O-].[K+].[K+]. The catalyst is CN(C)C=O. The product is [Cl:1][C:2]1[CH:7]=[C:6]([N+:8]([O-:10])=[O:9])[CH:5]=[C:4]([Cl:11])[C:3]=1[S:21][C:16]1[CH:17]=[CH:18][CH:19]=[CH:20][C:15]=1[C:14]([F:13])([F:22])[F:23]. The yield is 0.823. (7) The reactants are Br.Br[CH:3]([C:5]1[CH:6]=[C:7]([C:22]([NH:24][CH2:25][CH2:26][N:27]([CH3:29])[CH3:28])=[O:23])[CH:8]=[C:9]2[C:14]=1[O:13][C:12]([N:15]1[CH2:20][CH2:19][O:18][CH2:17][CH2:16]1)=[CH:11][C:10]2=[O:21])[CH3:4].[F:30][C:31]1[CH:38]=[CH:37][C:34]([NH:35][CH3:36])=[CH:33][CH:32]=1. The catalyst is CN1C(=O)CCC1. The product is [CH3:28][N:27]([CH3:29])[CH2:26][CH2:25][NH:24][C:22]([C:7]1[CH:8]=[C:9]2[C:14](=[C:5]([CH:3]([N:35]([C:34]3[CH:37]=[CH:38][C:31]([F:30])=[CH:32][CH:33]=3)[CH3:36])[CH3:4])[CH:6]=1)[O:13][C:12]([N:15]1[CH2:20][CH2:19][O:18][CH2:17][CH2:16]1)=[CH:11][C:10]2=[O:21])=[O:23]. The yield is 0.531.